From a dataset of Reaction yield outcomes from USPTO patents with 853,638 reactions. Predict the reaction yield, written as a fraction of the theoretical maximum amount of product (1.0 means a 100% yield; for example, 0.34 means a 34% yield). (1) The reactants are [NH2:1][C:2]1[N:10]=[CH:9][CH:8]=[CH:7][C:3]=1[C:4]([OH:6])=[O:5].[Br:11]Br. The catalyst is C(O)(=O)C. The product is [NH2:1][C:2]1[N:10]=[CH:9][C:8]([Br:11])=[CH:7][C:3]=1[C:4]([OH:6])=[O:5]. The yield is 0.980. (2) The reactants are [N:1]([CH2:4][CH2:5][CH2:6][N:7]1[CH:11]=[CH:10][C:9]([C:12]2[CH:17]=[CH:16][C:15]([F:18])=[CH:14][CH:13]=2)=[C:8]1[C:19]1[CH:24]=[CH:23][N:22]=[CH:21][CH:20]=1)=[N+]=[N-]. The catalyst is [Pd].C(O)C. The product is [NH2:1][CH2:4][CH2:5][CH2:6][N:7]1[CH:11]=[CH:10][C:9]([C:12]2[CH:13]=[CH:14][C:15]([F:18])=[CH:16][CH:17]=2)=[C:8]1[C:19]1[CH:24]=[CH:23][N:22]=[CH:21][CH:20]=1. The yield is 0.470.